This data is from Reaction yield outcomes from USPTO patents with 853,638 reactions. The task is: Predict the reaction yield, written as a fraction of the theoretical maximum amount of product (1.0 means a 100% yield; for example, 0.34 means a 34% yield). (1) The reactants are [CH3:1][O:2][C:3]1[CH:8]=[CH:7][C:6]([CH2:9][CH2:10][CH2:11][CH2:12]Br)=[CH:5][CH:4]=1.[Cl:14][C:15]1[N:23](CC=C)[C:22]2[C:21](=[O:27])[NH:20][C:19](=[O:28])[N:18]([CH2:29][CH2:30][CH2:31][CH2:32][CH3:33])[C:17]=2[N:16]=1.C([O-])([O-])=O.[Cs+].[Cs+].N1CCOCC1. The catalyst is CN(C=O)C.C1C=CC([P]([Pd]([P](C2C=CC=CC=2)(C2C=CC=CC=2)C2C=CC=CC=2)([P](C2C=CC=CC=2)(C2C=CC=CC=2)C2C=CC=CC=2)[P](C2C=CC=CC=2)(C2C=CC=CC=2)C2C=CC=CC=2)(C2C=CC=CC=2)C2C=CC=CC=2)=CC=1.CO. The product is [Cl:14][C:15]1[NH:23][C:22]2[C:21](=[O:27])[N:20]([CH2:12][CH2:11][CH2:10][CH2:9][C:6]3[CH:7]=[CH:8][C:3]([O:2][CH3:1])=[CH:4][CH:5]=3)[C:19](=[O:28])[N:18]([CH2:29][CH2:30][CH2:31][CH2:32][CH3:33])[C:17]=2[N:16]=1. The yield is 0.0150. (2) The reactants are [OH:1][C:2]1[CH:3]=[C:4]([C:8]([C:11]2[CH:12]=[C:13]([CH:16]=[CH:17][CH:18]=2)[C:14]#[N:15])([CH3:10])[CH3:9])[CH:5]=[CH:6][CH:7]=1.[O:19](S(C(F)(F)F)(=O)=O)[S:20]([C:23]([F:26])([F:25])[F:24])(=O)=[O:21]. The catalyst is C(Cl)Cl. The product is [F:24][C:23]([F:26])([F:25])[S:20]([O:1][C:2]1[CH:7]=[CH:6][CH:5]=[C:4]([C:8]([C:11]2[CH:18]=[CH:17][CH:16]=[C:13]([C:14]#[N:15])[CH:12]=2)([CH3:9])[CH3:10])[CH:3]=1)(=[O:21])=[O:19]. The yield is 0.780. (3) No catalyst specified. The product is [F:1][C:2]1[CH:7]=[C:6]([F:8])[CH:5]=[CH:4][C:3]=1[S:9]([NH:13][C:14]1[CH:19]=[CH:18][CH:17]=[C:16]([C:20]2[NH:24][N:23]=[N:22][N:21]=2)[CH:15]=1)(=[O:11])=[O:10]. The reactants are [F:1][C:2]1[CH:7]=[C:6]([F:8])[CH:5]=[CH:4][C:3]=1[S:9](Cl)(=[O:11])=[O:10].[NH2:13][C:14]1[CH:15]=[C:16]([C:20]2[NH:24][N:23]=[N:22][N:21]=2)[CH:17]=[CH:18][CH:19]=1. The yield is 0.560. (4) The reactants are Br[C:2]1[CH:3]=[CH:4][C:5]([C:8]([NH:10][S:11]([C:14]2[CH:19]=[CH:18][CH:17]=[CH:16][C:15]=2[S:20](=[O:23])(=[O:22])[NH2:21])(=[O:13])=[O:12])=[O:9])=[N:6][CH:7]=1.[CH3:24][C:25]([CH3:29])([CH3:28])[C:26]#[CH:27]. No catalyst specified. The product is [CH3:24][C:25]([CH3:29])([CH3:28])[C:26]#[C:27][C:2]1[CH:3]=[CH:4][C:5]([C:8]([NH:10][S:11]([C:14]2[CH:19]=[CH:18][CH:17]=[CH:16][C:15]=2[S:20](=[O:23])(=[O:22])[NH2:21])(=[O:13])=[O:12])=[O:9])=[N:6][CH:7]=1. The yield is 0.0400. (5) The reactants are [CH3:1][C:2]1[CH:7]=[CH:6][C:5]([S:8]([O:11][CH2:12][CH:13]2[CH2:17][C:16]3[CH:18]=[C:19]([F:23])[CH:20]=[C:21](Br)[C:15]=3[O:14]2)(=[O:10])=[O:9])=[CH:4][CH:3]=1.[CH3:24][C:25]1[CH:30]=[CH:29][CH:28]=[CH:27][C:26]=1B(O)O.C(=O)([O-])[O-].[K+].[K+].CC1C=CC(S(OCC2CC3C(C4C=CC=CC=4)=CC=CC=3O2)(=O)=O)=CC=1. The catalyst is CC1C=CC=CC=1[P](C1C=CC=CC=1C)([Pd](Cl)(Cl)[P](C1=C(C)C=CC=C1)(C1C=CC=CC=1C)C1C=CC=CC=1C)C1C=CC=CC=1C. The product is [CH3:1][C:2]1[CH:7]=[CH:6][C:5]([S:8]([O:11][CH2:12][CH:13]2[CH2:17][C:16]3[CH:18]=[C:19]([F:23])[CH:20]=[C:21]([C:26]4[CH:27]=[CH:28][CH:29]=[CH:30][C:25]=4[CH3:24])[C:15]=3[O:14]2)(=[O:10])=[O:9])=[CH:4][CH:3]=1. The yield is 0.770. (6) The reactants are [CH2:1]([C@@H:8]1[CH2:12][O:11][C:10](=[O:13])[NH:9]1)[C:2]1[CH:7]=[CH:6][CH:5]=[CH:4][CH:3]=1.[Li]CCCC.[C:19](Cl)(=[O:28])[CH2:20][CH2:21][C:22]1[CH:27]=[CH:26][CH:25]=[CH:24][CH:23]=1. The catalyst is O1CCCC1. The product is [CH2:1]([C@@H:8]1[CH2:12][O:11][C:10](=[O:13])[N:9]1[C:19](=[O:28])[CH2:20][CH2:21][C:22]1[CH:27]=[CH:26][CH:25]=[CH:24][CH:23]=1)[C:2]1[CH:3]=[CH:4][CH:5]=[CH:6][CH:7]=1. The yield is 0.880.